Dataset: Full USPTO retrosynthesis dataset with 1.9M reactions from patents (1976-2016). Task: Predict the reactants needed to synthesize the given product. (1) Given the product [CH3:19][S:20]([O:6][CH2:5][CH2:4][CH2:3][C:2]([F:11])([F:1])[C:7]([F:8])([F:9])[F:10])(=[O:22])=[O:21], predict the reactants needed to synthesize it. The reactants are: [F:1][C:2]([F:11])([C:7]([F:10])([F:9])[F:8])[CH2:3][CH2:4][CH2:5][OH:6].C(N(CC)CC)C.[CH3:19][S:20](Cl)(=[O:22])=[O:21].O. (2) Given the product [Cl:1][C:2]1[CH:7]=[CH:6][C:5]([C:43]2[CH:42]=[CH:41][CH:40]=[C:39]([C:36]([OH:38])=[O:37])[CH:44]=2)=[CH:4][C:3]=1[CH:16]([CH3:35])[C:17]([OH:34])([C:22]1[CH:23]=[CH:24][C:25]2[O:30][CH2:29][C:28](=[O:31])[N:27]([CH3:32])[C:26]=2[CH:33]=1)[C:18]([F:21])([F:20])[F:19], predict the reactants needed to synthesize it. The reactants are: [Cl:1][C:2]1[CH:7]=[CH:6][C:5](OS(C(F)(F)F)(=O)=O)=[CH:4][C:3]=1[CH:16]([CH3:35])[C:17]([OH:34])([C:22]1[CH:23]=[CH:24][C:25]2[O:30][CH2:29][C:28](=[O:31])[N:27]([CH3:32])[C:26]=2[CH:33]=1)[C:18]([F:21])([F:20])[F:19].[C:36]([C:39]1[CH:40]=[C:41](B(O)O)[CH:42]=[CH:43][CH:44]=1)([OH:38])=[O:37]. (3) The reactants are: [C:1]([O:5][C:6]([N:8]1[C:17]2[C:12](=[N:13][C:14]([O:18][CH3:19])=[CH:15][CH:16]=2)[C@@H:11](N)[CH2:10][C@H:9]1[CH2:21][CH3:22])=[O:7])([CH3:4])([CH3:3])[CH3:2].[Br:23][C:24]1[CH:25]=[N:26][C:27](Cl)=[N:28][CH:29]=1.C([N:34](CC)C(C)C)(C)C. Given the product [C:1]([O:5][C:6]([N:8]1[C:17]2[C:12](=[N:13][C:14]([O:18][CH3:19])=[CH:15][CH:16]=2)[C@@H:11]([C:27]2[N:26]=[CH:25][C:24]([Br:23])=[CH:29][N:28]=2)[CH2:10][C@@:9]1([NH2:34])[CH2:21][CH3:22])=[O:7])([CH3:2])([CH3:3])[CH3:4], predict the reactants needed to synthesize it. (4) Given the product [O:1]1[CH:6]([C:7]([N:17]2[CH2:18][CH2:19][N:14]([C:20]3[N:30]=[CH:29][CH:28]=[CH:27][C:21]=3[C:22]([O:24][CH2:25][CH3:26])=[O:23])[CH2:15][CH2:16]2)=[O:8])[CH2:5][O:4][C:3]2[CH:10]=[CH:11][CH:12]=[CH:13][C:2]1=2, predict the reactants needed to synthesize it. The reactants are: [O:1]1[CH:6]([C:7](Cl)=[O:8])[CH2:5][O:4][C:3]2[CH:10]=[CH:11][CH:12]=[CH:13][C:2]1=2.[N:14]1([C:20]2[N:30]=[CH:29][CH:28]=[CH:27][C:21]=2[C:22]([O:24][CH2:25][CH3:26])=[O:23])[CH2:19][CH2:18][NH:17][CH2:16][CH2:15]1. (5) The reactants are: [CH:1]1[C:6]([NH2:7])=[CH:5][CH:4]=[C:3]([OH:8])[CH:2]=1.[C:9]([O:14][CH2:15][CH2:16][N:17]=[C:18]=[O:19])(=[O:13])[C:10]([CH3:12])=[CH2:11].[N-]=C=O.Cl. Given the product [C:9]([O:14][CH2:15][CH2:16][NH:17][C:18]([NH:7][C:6]1[CH:5]=[CH:4][C:3]([OH:8])=[CH:2][CH:1]=1)=[O:19])(=[O:13])[C:10]([CH3:12])=[CH2:11], predict the reactants needed to synthesize it. (6) Given the product [F:1][C:2]1[CH:34]=[CH:33][C:5]([CH2:6][N:7]2[C:16](=[O:17])[C:15]([C:18]3[NH:23][C:22]4[CH:24]=[CH:25][C:26]([C:36]#[N:37])=[CH:27][C:21]=4[S:20](=[O:30])(=[O:29])[N:19]=3)=[C:14]([OH:31])[C@H:13]3[C@@H:8]2[C@H:9]2[CH2:32][C@@H:12]3[CH2:11][CH2:10]2)=[CH:4][CH:3]=1, predict the reactants needed to synthesize it. The reactants are: [F:1][C:2]1[CH:34]=[CH:33][C:5]([CH2:6][N:7]2[C:16](=[O:17])[C:15]([C:18]3[NH:23][C:22]4[CH:24]=[CH:25][C:26](I)=[CH:27][C:21]=4[S:20](=[O:30])(=[O:29])[N:19]=3)=[C:14]([OH:31])[C@H:13]3[C@@H:8]2[C@H:9]2[CH2:32][C@@H:12]3[CH2:11][CH2:10]2)=[CH:4][CH:3]=1.[Cu][C:36]#[N:37].CN(C)C=O. (7) Given the product [F:41][C:40]1[N:35]2[N:34]=[C:33]([C:52]3[CH:57]=[CH:56][C:55]([F:58])=[CH:54][CH:53]=3)[C:32]([C:30]([N:29]([CH3:59])[C:27](=[O:28])[O:26][C:22]([CH3:23])([CH3:24])[CH3:25])=[O:31])=[C:36]2[CH:37]=[C:38]([C:42]2[CH:43]=[C:44]([C:45](=[O:46])[NH:12][C:9]3([C:4]4[CH:5]=[CH:6][CH:7]=[CH:8][N:3]=4)[CH2:11][CH2:10]3)[CH:48]=[CH:49][C:50]=2[CH3:51])[CH:39]=1, predict the reactants needed to synthesize it. The reactants are: Cl.Cl.[N:3]1[CH:8]=[CH:7][CH:6]=[CH:5][C:4]=1[C:9]1([NH2:12])[CH2:11][CH2:10]1.C(N(C(C)C)CC)(C)C.[C:22]([O:26][C:27]([N:29]([CH3:59])[C:30]([C:32]1[C:33]([C:52]2[CH:57]=[CH:56][C:55]([F:58])=[CH:54][CH:53]=2)=[N:34][N:35]2[C:40]([F:41])=[CH:39][C:38]([C:42]3[CH:43]=[C:44]([CH:48]=[CH:49][C:50]=3[CH3:51])[C:45](O)=[O:46])=[CH:37][C:36]=12)=[O:31])=[O:28])([CH3:25])([CH3:24])[CH3:23].CN(C(ON1N=NC2C=CC=NC1=2)=[N+](C)C)C.F[P-](F)(F)(F)(F)F. (8) Given the product [F:1][C:2]1[N:7]=[CH:6][C:5]([C:8]2[S:12][CH:11]=[C:10]([C:13]([N:17]3[CH:16]4[CH:25]([CH2:24][CH2:23][CH2:22][CH2:21]4)[CH2:20][CH2:19][CH2:18]3)=[O:15])[CH:9]=2)=[CH:4][CH:3]=1, predict the reactants needed to synthesize it. The reactants are: [F:1][C:2]1[N:7]=[CH:6][C:5]([C:8]2[S:12][CH:11]=[C:10]([C:13]([OH:15])=O)[CH:9]=2)=[CH:4][CH:3]=1.[CH2:16]1[C@H:25]2[C@@H:20]([CH2:21][CH2:22][CH2:23][CH2:24]2)[CH2:19][CH2:18][NH:17]1.C(N(CC)CC)C.CN(C(ON1N=NC2C=CC=NC1=2)=[N+](C)C)C.F[P-](F)(F)(F)(F)F. (9) Given the product [CH2:1]([C:3]1([CH3:13])[CH2:12][CH2:11][C:6](=[O:7])[CH2:5][CH2:4]1)[CH3:2], predict the reactants needed to synthesize it. The reactants are: [CH2:1]([C:3]1([CH3:13])[CH2:12][CH2:11][C:6]2(OCC[O:7]2)[CH2:5][CH2:4]1)[CH3:2].C(O)(=O)C.